Dataset: Reaction yield outcomes from USPTO patents with 853,638 reactions. Task: Predict the reaction yield, written as a fraction of the theoretical maximum amount of product (1.0 means a 100% yield; for example, 0.34 means a 34% yield). (1) The reactants are Br[C:2]1[C:3]([F:17])=[C:4]2[O:8][C:7]([CH:9]3[CH2:11][CH2:10]3)=[N:6][C:5]2=[C:12]([C:15]#[N:16])[C:13]=1[CH3:14].[C:18]1(B(O)O)[CH:23]=[CH:22][CH:21]=[CH:20][CH:19]=1.P([O-])([O-])([O-])=O.[K+].[K+].[K+].[Cl-].[NH4+]. The catalyst is O1CCOCC1.C1C=CC([P]([Pd]([P](C2C=CC=CC=2)(C2C=CC=CC=2)C2C=CC=CC=2)([P](C2C=CC=CC=2)(C2C=CC=CC=2)C2C=CC=CC=2)[P](C2C=CC=CC=2)(C2C=CC=CC=2)C2C=CC=CC=2)(C2C=CC=CC=2)C2C=CC=CC=2)=CC=1. The product is [CH:9]1([C:7]2[O:8][C:4]3[C:5](=[C:12]([C:15]#[N:16])[C:13]([CH3:14])=[C:2]([C:18]4[CH:23]=[CH:22][CH:21]=[CH:20][CH:19]=4)[C:3]=3[F:17])[N:6]=2)[CH2:11][CH2:10]1. The yield is 0.920. (2) The reactants are [Cl:1][C:2]1[CH:7]=[CH:6][C:5]([C:8]2[C:17]3[C:12](=[CH:13][CH:14]=[C:15]([C:18]([OH:20])=O)[CH:16]=3)[CH:11]=[N:10][CH:9]=2)=[CH:4][CH:3]=1.F[B-](F)(F)F.[N:26]1(OC(N(C)C)=[N+](C)C)[C:30]2[CH:31]=CC=C[C:29]=2N=N1.C(N(CC)C(C)C)(C)C.C(N)(C)C. The catalyst is CN(C)C=O. The product is [Cl:1][C:2]1[CH:7]=[CH:6][C:5]([C:8]2[C:17]3[C:12](=[CH:13][CH:14]=[C:15]([C:18]([NH:26][CH:30]([CH3:31])[CH3:29])=[O:20])[CH:16]=3)[CH:11]=[N:10][CH:9]=2)=[CH:4][CH:3]=1. The yield is 0.240. (3) The product is [O:39]1[CH:43]=[CH:42][C:41]([C:44]([N:16]2[CH2:17][CH2:18][CH2:19][CH:14]([N:12]3[C:11]4[C:20]5[CH:21]=[CH:22][CH:23]=[CH:24][C:25]=5[S:26](=[O:29])(=[O:28])[CH2:27][C:10]=4[C:9]([C:7]([N:1]4[CH2:6][CH2:5][O:4][CH2:3][CH2:2]4)=[O:8])=[N:13]3)[CH2:15]2)=[O:45])=[CH:40]1. The reactants are [N:1]1([C:7]([C:9]2[C:10]3[CH2:27][S:26](=[O:29])(=[O:28])[C:25]4[CH:24]=[CH:23][CH:22]=[CH:21][C:20]=4[C:11]=3[N:12]([CH:14]3[CH2:19][CH2:18][CH2:17][NH:16][CH2:15]3)[N:13]=2)=[O:8])[CH2:6][CH2:5][O:4][CH2:3][CH2:2]1.C(N(CC)C(C)C)(C)C.[O:39]1[CH:43]=[CH:42][C:41]([C:44](Cl)=[O:45])=[CH:40]1. The catalyst is C(Cl)Cl. The yield is 0.540. (4) The reactants are [CH3:1][C:2]1[C:3]([CH3:18])=[N:4][O:5][C:6]=1[NH:7][S:8]([C:11]1[CH:12]=[CH:13][C:14]([NH2:17])=[CH:15][CH:16]=1)(=[O:10])=[O:9].[C:19]1(=[O:25])[O:24][C:22](=[O:23])[CH2:21][CH2:20]1. The catalyst is CN(C=O)C.CN(C)C1C=CN=CC=1. The yield is 0.760. The product is [CH3:18][C:3]1[C:2]([CH3:1])=[C:6]([NH:7][S:8]([C:11]2[CH:16]=[CH:15][C:14]([NH:17][C:19](=[O:25])[CH2:20][CH2:21][C:22]([OH:24])=[O:23])=[CH:13][CH:12]=2)(=[O:10])=[O:9])[O:5][N:4]=1. (5) The reactants are [NH2:1][C:2]1[CH:7]=[C:6]([Cl:8])[CH:5]=[CH:4][C:3]=1[OH:9].[OH-].[K+].[C:12](=S)=[S:13]. The catalyst is CCO. The product is [Cl:8][C:6]1[CH:5]=[CH:4][C:3]2[O:9][C:12](=[S:13])[NH:1][C:2]=2[CH:7]=1. The yield is 0.890. (6) The reactants are [CH2:1]([OH:4])[CH2:2][OH:3].[Cl:5][C:6]1[N:7]=[C:8]([N:21]2[CH2:25][CH2:24][C:23](=O)[CH2:22]2)[C:9]2[CH2:14][CH2:13][CH:12]([C:15]3[CH:20]=[CH:19][CH:18]=[CH:17][CH:16]=3)[C:10]=2[N:11]=1.CC1C=CC(S(O)(=O)=O)=CC=1.O. The catalyst is C1C=CC=CC=1. The product is [Cl:5][C:6]1[N:7]=[C:8]([N:21]2[CH2:25][CH2:24][C:23]3([O:4][CH2:1][CH2:2][O:3]3)[CH2:22]2)[C:9]2[CH2:14][CH2:13][CH:12]([C:15]3[CH:20]=[CH:19][CH:18]=[CH:17][CH:16]=3)[C:10]=2[N:11]=1. The yield is 0.159. (7) The reactants are C(N(C(C)C)CC)(C)C.[CH:10]1([C:13](Cl)=[O:14])[CH2:12][CH2:11]1.Cl.[N:17]1([C:24]([C:26]2[CH:27]=[C:28]3[NH:37][C:36](=[O:38])[C:35]4[C:30](=[CH:31][CH:32]=[CH:33][CH:34]=4)[N:29]3[CH:39]=2)=[O:25])[CH2:23][CH2:22][CH2:21][NH:20][CH2:19][CH2:18]1. The catalyst is CN(C)C=O.C(OCC)(=O)C. The product is [CH:10]1([C:13]([N:20]2[CH2:21][CH2:22][CH2:23][N:17]([C:24]([C:26]3[CH:27]=[C:28]4[NH:37][C:36](=[O:38])[C:35]5[C:30](=[CH:31][CH:32]=[CH:33][CH:34]=5)[N:29]4[CH:39]=3)=[O:25])[CH2:18][CH2:19]2)=[O:14])[CH2:12][CH2:11]1. The yield is 0.340. (8) The reactants are [F:1][C:2]([F:28])([F:27])[CH:3]([C:18]1[CH:23]=[C:22]([Cl:24])[C:21]([Cl:25])=[C:20]([Cl:26])[CH:19]=1)/[CH:4]=[CH:5]/[C:6]1[CH:11]=[CH:10][C:9]([CH2:12][NH2:13])=[C:8]([C:14]([F:17])([F:16])[F:15])[CH:7]=1.[N:29]1[CH:34]=[CH:33][CH:32]=[CH:31][C:30]=1[CH:35]=O.[BH4-].[Na+]. The catalyst is CO. The product is [N:29]1[CH:34]=[CH:33][CH:32]=[CH:31][C:30]=1[CH2:35][NH:13][CH2:12][C:9]1[CH:10]=[CH:11][C:6](/[CH:5]=[CH:4]/[CH:3]([C:18]2[CH:19]=[C:20]([Cl:26])[C:21]([Cl:25])=[C:22]([Cl:24])[CH:23]=2)[C:2]([F:1])([F:27])[F:28])=[CH:7][C:8]=1[C:14]([F:16])([F:17])[F:15]. The yield is 0.400. (9) The reactants are [Cl-].O[NH3+:3].[C:4](=[O:7])([O-])[OH:5].[Na+].CS(C)=O.[CH3:13][C:14]1[N:15]([CH2:39][CH:40]2[CH2:45][CH2:44][CH2:43][CH2:42][O:41]2)[C:16](=[O:38])[C:17]([CH2:23][C:24]2[CH:29]=[CH:28][C:27]([C:30]3[C:31]([C:36]#[N:37])=[CH:32][CH:33]=[CH:34][CH:35]=3)=[CH:26][CH:25]=2)=[C:18]([CH2:20][CH2:21][CH3:22])[N:19]=1. The catalyst is C(OCC)(=O)C. The product is [CH3:13][C:14]1[N:15]([CH2:39][CH:40]2[CH2:45][CH2:44][CH2:43][CH2:42][O:41]2)[C:16](=[O:38])[C:17]([CH2:23][C:24]2[CH:25]=[CH:26][C:27]([C:30]3[CH:35]=[CH:34][CH:33]=[CH:32][C:31]=3[C:36]3[NH:3][C:4](=[O:7])[O:5][N:37]=3)=[CH:28][CH:29]=2)=[C:18]([CH2:20][CH2:21][CH3:22])[N:19]=1. The yield is 0.680. (10) The yield is 0.760. The catalyst is Cl[Pd](Cl)([P](C1C=CC=CC=1)(C1C=CC=CC=1)C1C=CC=CC=1)[P](C1C=CC=CC=1)(C1C=CC=CC=1)C1C=CC=CC=1. The reactants are [Br:1][C:2]1[CH:3]=[C:4]2[C:10](I)=[CH:9][N:8]([S:12]([C:15]3[CH:21]=[CH:20][C:18]([CH3:19])=[CH:17][CH:16]=3)(=[O:14])=[O:13])[C:5]2=[N:6][CH:7]=1.N1C2[C:25](=[CH:26][C:27](B(O)O)=CC=2)[CH:24]=[CH:23]1.[C:34]([O-:37])([O-])=O.[Na+].[Na+].[CH3:40]C#N. The product is [Br:1][C:2]1[CH:3]=[C:4]2[C:10]([C:25]3[CH:26]=[CH:27][C:34]([OH:37])=[CH:23][CH:24]=3)=[C:9]([CH3:40])[N:8]([S:12]([C:15]3[CH:21]=[CH:20][C:18]([CH3:19])=[CH:17][CH:16]=3)(=[O:14])=[O:13])[C:5]2=[N:6][CH:7]=1.